This data is from NCI-60 drug combinations with 297,098 pairs across 59 cell lines. The task is: Regression. Given two drug SMILES strings and cell line genomic features, predict the synergy score measuring deviation from expected non-interaction effect. (1) Drug 1: C1CN1C2=NC(=NC(=N2)N3CC3)N4CC4. Drug 2: C1=CC=C(C(=C1)C(C2=CC=C(C=C2)Cl)C(Cl)Cl)Cl. Cell line: MALME-3M. Synergy scores: CSS=13.1, Synergy_ZIP=-2.13, Synergy_Bliss=2.32, Synergy_Loewe=-5.58, Synergy_HSA=2.26. (2) Synergy scores: CSS=12.9, Synergy_ZIP=-2.09, Synergy_Bliss=-1.44, Synergy_Loewe=-19.3, Synergy_HSA=-1.94. Drug 2: B(C(CC(C)C)NC(=O)C(CC1=CC=CC=C1)NC(=O)C2=NC=CN=C2)(O)O. Cell line: NCI/ADR-RES. Drug 1: C1=CC(=CC=C1C#N)C(C2=CC=C(C=C2)C#N)N3C=NC=N3. (3) Drug 1: CCCS(=O)(=O)NC1=C(C(=C(C=C1)F)C(=O)C2=CNC3=C2C=C(C=N3)C4=CC=C(C=C4)Cl)F. Drug 2: CCC1(CC2CC(C3=C(CCN(C2)C1)C4=CC=CC=C4N3)(C5=C(C=C6C(=C5)C78CCN9C7C(C=CC9)(C(C(C8N6C=O)(C(=O)OC)O)OC(=O)C)CC)OC)C(=O)OC)O.OS(=O)(=O)O. Cell line: SK-MEL-28. Synergy scores: CSS=45.5, Synergy_ZIP=-0.0836, Synergy_Bliss=0.857, Synergy_Loewe=-0.860, Synergy_HSA=2.74. (4) Drug 1: C1=NNC2=C1C(=O)NC=N2. Drug 2: CC1=C(C(=O)C2=C(C1=O)N3CC4C(C3(C2COC(=O)N)OC)N4)N. Cell line: RXF 393. Synergy scores: CSS=2.30, Synergy_ZIP=2.51, Synergy_Bliss=3.18, Synergy_Loewe=-3.70, Synergy_HSA=-0.0967. (5) Drug 1: C1CCC(C(C1)N)N.C(=O)(C(=O)[O-])[O-].[Pt+4]. Drug 2: N.N.Cl[Pt+2]Cl. Cell line: UACC62. Synergy scores: CSS=51.9, Synergy_ZIP=-5.05, Synergy_Bliss=-4.16, Synergy_Loewe=-2.29, Synergy_HSA=0.00765.